This data is from Reaction yield outcomes from USPTO patents with 853,638 reactions. The task is: Predict the reaction yield, written as a fraction of the theoretical maximum amount of product (1.0 means a 100% yield; for example, 0.34 means a 34% yield). The reactants are Br[CH2:2][C:3]1[CH:4]=[CH:5][C:6]([N:9](C(OC(C)(C)C)=O)C(OC(C)(C)C)=O)=[N:7][CH:8]=1.[P:24]([O:31]CC)([O:28][CH2:29][CH3:30])[O:25][CH2:26][CH3:27].Cl.C([O-])(O)=O.[Na+]. The catalyst is O1CCOCC1.C(Cl)Cl. The product is [NH2:9][C:6]1[N:7]=[CH:8][C:3]([CH2:2][P:24](=[O:31])([O:28][CH2:29][CH3:30])[O:25][CH2:26][CH3:27])=[CH:4][CH:5]=1. The yield is 0.310.